The task is: Predict the product of the given reaction.. This data is from Forward reaction prediction with 1.9M reactions from USPTO patents (1976-2016). (1) Given the reactants [Cl:1][C:2]1[CH:7]=[CH:6][C:5]([S:8]([CH:11]2[C:20]3[C:15](=[C:16]([F:22])[CH:17]=[CH:18][C:19]=3[F:21])[O:14][CH2:13][CH:12]2[CH2:23][CH2:24][CH:25]([OH:29])[CH2:26][CH:27]=[CH2:28])(=[O:10])=[O:9])=[CH:4][CH:3]=1.N1C=CN=C1.[CH3:35][C:36]([Si:39](Cl)([CH3:41])[CH3:40])([CH3:38])[CH3:37], predict the reaction product. The product is: [C:36]([Si:39]([O:29][CH:25]([CH2:24][CH2:23][CH:12]1[CH:11]([S:8]([C:5]2[CH:4]=[CH:3][C:2]([Cl:1])=[CH:7][CH:6]=2)(=[O:9])=[O:10])[C:20]2[C:15](=[C:16]([F:22])[CH:17]=[CH:18][C:19]=2[F:21])[O:14][CH2:13]1)[CH2:26][CH:27]=[CH2:28])([CH3:41])[CH3:40])([CH3:38])([CH3:37])[CH3:35]. (2) Given the reactants [Cl:1][C:2]1[CH:3]=[C:4]([C:9]2([C:24]([F:27])([F:26])[F:25])[O:13][N:12]=[C:11]([C:14]3[CH:22]=[CH:21][C:17]([CH:18]=[N:19][OH:20])=[C:16]([CH3:23])[CH:15]=3)[CH2:10]2)[CH:5]=[C:6]([Cl:8])[CH:7]=1.Cl[N:29]1C(=O)CC[C:30]1=O.CN.C(N(CC)CC)C, predict the reaction product. The product is: [Cl:1][C:2]1[CH:3]=[C:4]([C:9]2([C:24]([F:25])([F:27])[F:26])[O:13][N:12]=[C:11]([C:14]3[CH:22]=[CH:21][C:17]([C:18]([NH:19][OH:20])=[N:29][CH3:30])=[C:16]([CH3:23])[CH:15]=3)[CH2:10]2)[CH:5]=[C:6]([Cl:8])[CH:7]=1. (3) Given the reactants CCN(CC)CC.[F:8][C:9]([F:30])([F:29])[C:10]1[CH:11]=[C:12]([CH2:16][CH2:17][CH2:18][CH2:19][C:20]2[N:28]=[CH:27][CH:26]=[CH:25][C:21]=2[C:22]([OH:24])=O)[CH:13]=[CH:14][CH:15]=1.[NH2:31][CH2:32][C:33]1[S:34][CH:35]=[CH:36][CH:37]=1.CN(C(ON1N=NC2C=CC=NC1=2)=[N+](C)C)C.F[P-](F)(F)(F)(F)F, predict the reaction product. The product is: [S:34]1[CH:35]=[CH:36][CH:37]=[C:33]1[CH2:32][NH:31][C:22]([C:21]1[C:20]([CH2:19][CH2:18][CH2:17][CH2:16][C:12]2[CH:13]=[CH:14][CH:15]=[C:10]([C:9]([F:8])([F:30])[F:29])[CH:11]=2)=[N:28][CH:27]=[CH:26][CH:25]=1)=[O:24]. (4) Given the reactants [CH3:1][O:2][C:3]([C:5]1[C:10]([CH:11]=[CH2:12])=[C:9]([NH2:13])[N:8]=[C:7]([C:14]2[CH:19]=[CH:18][C:17]([Cl:20])=[C:16]([O:21][CH3:22])[C:15]=2[F:23])[N:6]=1)=[O:4].[Br:24]Br.C(N(CC)CC)C, predict the reaction product. The product is: [CH3:1][O:2][C:3]([C:5]1[C:10](/[CH:11]=[CH:12]/[Br:24])=[C:9]([NH2:13])[N:8]=[C:7]([C:14]2[CH:19]=[CH:18][C:17]([Cl:20])=[C:16]([O:21][CH3:22])[C:15]=2[F:23])[N:6]=1)=[O:4]. (5) Given the reactants [F:1][C:2]1[C:7]([F:8])=[C:6]([NH:9][C:10]2[CH:15]=[CH:14][C:13]([I:16])=[CH:12][C:11]=2[F:17])[C:5]([NH2:18])=[CH:4][CH:3]=1.[Br:19][C:20]1[CH:24]=[C:23]([Cl:25])[S:22][C:21]=1[S:26](Cl)(=[O:28])=[O:27], predict the reaction product. The product is: [Br:19][C:20]1[CH:24]=[C:23]([Cl:25])[S:22][C:21]=1[S:26]([NH:18][C:5]1[CH:4]=[CH:3][C:2]([F:1])=[C:7]([F:8])[C:6]=1[NH:9][C:10]1[CH:15]=[CH:14][C:13]([I:16])=[CH:12][C:11]=1[F:17])(=[O:28])=[O:27]. (6) Given the reactants [NH2:1][C:2]1[S:3][CH:4]=[C:5]([CH2:7][C:8]([O:10][CH2:11][CH3:12])=[O:9])[N:6]=1.[CH:13]1[CH:18]=[CH:17][C:16]([O:19][C:20]2[CH:25]=[CH:24][C:23]([S:26](Cl)(=[O:28])=[O:27])=[CH:22][CH:21]=2)=[CH:15][CH:14]=1, predict the reaction product. The product is: [O:19]([C:20]1[CH:25]=[CH:24][C:23]([S:26]([NH:1][C:2]2[S:3][CH:4]=[C:5]([CH2:7][C:8]([O:10][CH2:11][CH3:12])=[O:9])[N:6]=2)(=[O:28])=[O:27])=[CH:22][CH:21]=1)[C:16]1[CH:15]=[CH:14][CH:13]=[CH:18][CH:17]=1. (7) Given the reactants [Br:1][C:2]1[CH:3]=[C:4]([C:9]#[N:10])[C:5](=[O:8])[NH:6][CH:7]=1.C(=O)([O-])[O-].[K+].[K+].Cl[CH2:18][C:19]([O:21][CH3:22])=[O:20].CN(C=O)C, predict the reaction product. The product is: [Br:1][C:2]1[CH:3]=[C:4]([C:9]#[N:10])[C:5](=[O:8])[N:6]([CH2:18][C:19]([O:21][CH3:22])=[O:20])[CH:7]=1.